This data is from Full USPTO retrosynthesis dataset with 1.9M reactions from patents (1976-2016). The task is: Predict the reactants needed to synthesize the given product. (1) Given the product [CH2:14]([N:16]1[CH:20]=[CH:19][CH:18]=[C:17]1[C:21]([OH:23])=[O:22])[CH3:15].[CH2:24]([O:26][C:27](=[O:35])[CH2:28][C:29]1[N:30]=[C:31]([NH:34][C:21]([C:17]2[N:16]([CH2:14][CH3:15])[CH:20]=[CH:19][CH:18]=2)=[O:23])[S:32][CH:33]=1)[CH3:25], predict the reactants needed to synthesize it. The reactants are: C(OC(C1NC=CC=1)=O)C.C(I)C.[CH2:14]([N:16]1[CH:20]=[CH:19][CH:18]=[C:17]1[C:21]([OH:23])=[O:22])[CH3:15].[CH2:24]([O:26][C:27](=[O:35])[CH2:28][C:29]1[N:30]=[C:31]([NH2:34])[S:32][CH:33]=1)[CH3:25]. (2) Given the product [CH3:24][C:2]1([CH3:1])[C:6]([CH3:8])([CH3:7])[O:5][B:4]([C:9]2[CH:14]=[CH:13][CH:12]=[C:11]([C:26]3[C:27]4[C:32]([C:33]([C:40]5[CH:49]=[CH:48][C:47]6[C:42](=[CH:43][CH:44]=[CH:45][CH:46]=6)[CH:41]=5)=[C:34]5[C:39]=3[CH:38]=[CH:37][CH:36]=[CH:35]5)=[CH:31][CH:30]=[CH:29][CH:28]=4)[CH:10]=2)[O:3]1, predict the reactants needed to synthesize it. The reactants are: [CH3:1][C:2]1([CH3:24])[C:6]([CH3:8])([CH3:7])[O:5][B:4]([C:9]2[CH:14]=[CH:13][CH:12]=[C:11](B3OC(C)(C)C(C)(C)O3)[CH:10]=2)[O:3]1.Br[C:26]1[C:27]2[C:32]([C:33]([C:40]3[CH:49]=[CH:48][C:47]4[C:42](=[CH:43][CH:44]=[CH:45][CH:46]=4)[CH:41]=3)=[C:34]3[C:39]=1[CH:38]=[CH:37][CH:36]=[CH:35]3)=[CH:31][CH:30]=[CH:29][CH:28]=2.C([O-])([O-])=O.[Na+].[Na+].CCO. (3) Given the product [C:2]1([P:8](=[O:21])([C:9]2[CH:14]=[CH:13][CH:12]=[CH:11][CH:10]=2)[C:15]2[CH:20]=[CH:19][CH:18]=[CH:17][CH:16]=2)[CH:3]=[CH:4][CH:5]=[CH:6][CH:7]=1.[Tb:1], predict the reactants needed to synthesize it. The reactants are: [Tb:1].[C:2]1([P:8](=[O:21])([C:15]2[CH:20]=[CH:19][CH:18]=[CH:17][CH:16]=2)[C:9]2[CH:14]=[CH:13][CH:12]=[CH:11][CH:10]=2)[CH:7]=[CH:6][CH:5]=[CH:4][CH:3]=1. (4) Given the product [NH2:25][C:26]1[C:27]([C:36]([N:46]([CH2:45][CH:39]2[CH2:44][CH2:43][CH2:42][CH2:41][CH2:40]2)[CH2:47][C:48]([O:50][CH2:51][C:52]2[CH:53]=[CH:54][CH:55]=[CH:56][CH:57]=2)=[O:49])=[O:38])=[CH:28][C:29]2[C:34]([CH:35]=1)=[CH:33][CH:32]=[CH:31][CH:30]=2, predict the reactants needed to synthesize it. The reactants are: CN(C(ON1N=NC2C=CC=NC1=2)=[N+](C)C)C.F[P-](F)(F)(F)(F)F.[NH2:25][C:26]1[C:27]([C:36]([OH:38])=O)=[CH:28][C:29]2[C:34]([CH:35]=1)=[CH:33][CH:32]=[CH:31][CH:30]=2.[CH:39]1([CH2:45][NH:46][CH2:47][C:48]([O:50][CH2:51][C:52]2[CH:57]=[CH:56][CH:55]=[CH:54][CH:53]=2)=[O:49])[CH2:44][CH2:43][CH2:42][CH2:41][CH2:40]1.C(N(C(C)C)CC)(C)C. (5) Given the product [F:14][C:15]1[CH:20]=[CH:19][CH:18]=[CH:17][C:16]=1[C:3]1[C:2]([OH:1])=[C:9]([N+:10]([O-:12])=[O:11])[CH:8]=[C:5]([C:6]#[N:7])[CH:4]=1, predict the reactants needed to synthesize it. The reactants are: [OH:1][C:2]1[C:9]([N+:10]([O-:12])=[O:11])=[CH:8][C:5]([C:6]#[N:7])=[CH:4][C:3]=1I.[F:14][C:15]1[CH:20]=[CH:19][CH:18]=[CH:17][C:16]=1B(O)O.C(=O)([O-])[O-].[K+].[K+].